Task: Predict the reactants needed to synthesize the given product.. Dataset: Full USPTO retrosynthesis dataset with 1.9M reactions from patents (1976-2016) (1) Given the product [CH3:31][C:23]1[N:22]=[C:21]([NH:19][NH:20][C:16]([CH:11]2[CH2:12][CH2:13][CH2:14][CH2:15][N:10]2[C:2](=[O:1])[C:3](=[O:9])[C:4]2[S:5][CH:6]=[CH:7][CH:8]=2)=[O:18])[CH:26]=[C:25]([C:27]([F:30])([F:28])[F:29])[CH:24]=1, predict the reactants needed to synthesize it. The reactants are: [O:1]=[C:2]([N:10]1[CH2:15][CH2:14][CH2:13][CH2:12][CH:11]1[C:16]([OH:18])=O)[C:3](=[O:9])[C:4]1[S:5][CH:6]=[CH:7][CH:8]=1.[NH:19]([C:21]1[CH:26]=[C:25]([C:27]([F:30])([F:29])[F:28])[CH:24]=[C:23]([CH3:31])[N:22]=1)[NH2:20].C1CN([P+](Br)(N2CCCC2)N2CCCC2)CC1.F[P-](F)(F)(F)(F)F.CCN(C(C)C)C(C)C. (2) Given the product [F:17][C:14]1[CH:15]=[CH:16][C:11]([NH:10][C:4]2[N:5]=[C:6]([NH:8][N:9]=[CH:35][C:30]3[CH:29]=[CH:26][C:25]([O:24][C:23]([F:22])([F:33])[F:34])=[CH:32][CH:31]=3)[N:7]=[CH:2][N:3]=2)=[CH:12][C:13]=1[C:18]([F:21])([F:20])[F:19], predict the reactants needed to synthesize it. The reactants are: Cl[C:2]1[N:7]=[C:6]([NH:8][NH2:9])[N:5]=[C:4]([NH:10][C:11]2[CH:16]=[CH:15][C:14]([F:17])=[C:13]([C:18]([F:21])([F:20])[F:19])[CH:12]=2)[N:3]=1.[F:22][C:23]([F:34])([F:33])[O:24][C:25]1[CH:32]=[CH:31][CH:30]=[CH:29][C:26]=1C=O.[CH2:35](O)C. (3) Given the product [C:1]([O:5][C:6]([N:8]1[CH2:9][CH2:10][CH:11]([N:14]([CH3:15])[CH:18]2[CH2:17][O:16][CH2:19]2)[CH2:12][CH2:13]1)=[O:7])([CH3:4])([CH3:3])[CH3:2], predict the reactants needed to synthesize it. The reactants are: [C:1]([O:5][C:6]([N:8]1[CH2:13][CH2:12][CH:11]([NH:14][CH3:15])[CH2:10][CH2:9]1)=[O:7])([CH3:4])([CH3:3])[CH3:2].[O:16]1[CH2:19][C:18](=O)[CH2:17]1.C(O[BH-](OC(=O)C)OC(=O)C)(=O)C.[Na+]. (4) Given the product [Br:8][C:6]1[CH:5]=[N:4][CH:3]=[C:2]([C:14]2[CH:13]=[CH:12][CH:11]=[C:10]([F:9])[CH:15]=2)[CH:7]=1, predict the reactants needed to synthesize it. The reactants are: Br[C:2]1[CH:3]=[N:4][CH:5]=[C:6]([Br:8])[CH:7]=1.[F:9][C:10]1[CH:11]=[C:12](B(O)O)[CH:13]=[CH:14][CH:15]=1. (5) Given the product [Br:21][CH2:1][C:2]1[CH:11]=[CH:10][CH:9]=[C:8]2[C:3]=1[CH:4]=[CH:5][CH:6]=[C:7]2[O:12][C:13]1[CH:20]=[CH:19][C:16]([C:17]#[N:18])=[CH:15][N:14]=1, predict the reactants needed to synthesize it. The reactants are: [CH3:1][C:2]1[CH:11]=[CH:10][CH:9]=[C:8]2[C:3]=1[CH:4]=[CH:5][CH:6]=[C:7]2[O:12][C:13]1[CH:20]=[CH:19][C:16]([C:17]#[N:18])=[CH:15][N:14]=1.[Br:21]N1C(=O)CCC1=O.C(OOC(=O)C1C=CC=CC=1)(=O)C1C=CC=CC=1.